This data is from Reaction yield outcomes from USPTO patents with 853,638 reactions. The task is: Predict the reaction yield, written as a fraction of the theoretical maximum amount of product (1.0 means a 100% yield; for example, 0.34 means a 34% yield). (1) The reactants are [N:1]1[CH:6]=[CH:5][CH:4]=[C:3]([N:7]2[CH2:15][CH2:14][C:9]3([NH:13][CH2:12][CH2:11][CH2:10]3)[CH2:8]2)[CH:2]=1.[ClH:16].O1CCOCC1.C(O)C. The yield is 0.432. The product is [ClH:16].[ClH:16].[N:1]1[CH:6]=[CH:5][CH:4]=[C:3]([N:7]2[CH2:15][CH2:14][C:9]3([NH:13][CH2:12][CH2:11][CH2:10]3)[CH2:8]2)[CH:2]=1. The catalyst is C(O)(C)C. (2) The reactants are [CH3:1][O:2][C:3](=[O:12])[C:4]1[CH:9]=[CH:8][C:7]([CH2:10][OH:11])=[CH:6][CH:5]=1.[CH2:13]1[O:15][CH2:14]1.B(F)(F)F.CCOCC. The yield is 0.170. The product is [CH3:1][O:2][C:3](=[O:12])[C:4]1[CH:9]=[CH:8][C:7]([CH2:10][O:11][CH2:13][CH2:14][OH:15])=[CH:6][CH:5]=1. The catalyst is ClCCl.[Cl-].[Na+].O.